From a dataset of Full USPTO retrosynthesis dataset with 1.9M reactions from patents (1976-2016). Predict the reactants needed to synthesize the given product. (1) Given the product [NH2:1][C:2]1[C:11]2[CH:10]=[CH:9][C:8]([F:12])=[C:7]([C:27]3[C:28]([CH3:30])=[N:29][C:24]([O:23][CH3:22])=[CH:25][CH:26]=3)[C:6]=2[N:5]=[C:4]2[CH2:14][N:15]([CH:18]3[CH2:21][CH2:20][CH2:19]3)[C:16](=[O:17])[C:3]=12, predict the reactants needed to synthesize it. The reactants are: [NH2:1][C:2]1[C:11]2[CH:10]=[CH:9][C:8]([F:12])=[C:7](Br)[C:6]=2[N:5]=[C:4]2[CH2:14][N:15]([CH:18]3[CH2:21][CH2:20][CH2:19]3)[C:16](=[O:17])[C:3]=12.[CH3:22][O:23][C:24]1[N:29]=[C:28]([CH3:30])[C:27](B2OC(C)(C)C(C)(C)O2)=[CH:26][CH:25]=1. (2) Given the product [CH2:29]([O:28][CH2:27][O:16][CH2:15][CH2:14][C@H:9]([O:1][Si:2]([C:5]([CH3:8])([CH3:7])[CH3:6])([CH3:4])[CH3:3])[C:10]([O:12][CH3:13])=[O:11])[C:30]1[CH:35]=[CH:34][CH:33]=[CH:32][CH:31]=1, predict the reactants needed to synthesize it. The reactants are: [O:1]([C@@H:9]([CH2:14][CH2:15][OH:16])[C:10]([O:12][CH3:13])=[O:11])[Si:2]([C:5]([CH3:8])([CH3:7])[CH3:6])([CH3:4])[CH3:3].C(N(C(C)C)CC)(C)C.Cl[CH2:27][O:28][CH2:29][C:30]1[CH:35]=[CH:34][CH:33]=[CH:32][CH:31]=1.[Cl-].[NH4+]. (3) Given the product [C:14]([SiH2:13][O:12][C:11]([C:18]1[CH:19]=[CH:20][CH:21]=[CH:22][CH:23]=1)([C:24]1[CH:29]=[CH:28][CH:27]=[CH:26][CH:25]=1)[CH:8]1[CH2:9][CH2:10][C:6]([CH:5]=[CH:4][CH2:3][OH:2])([CH3:32])[C:7]1([CH3:31])[CH3:30])([CH3:15])([CH3:16])[CH3:17], predict the reactants needed to synthesize it. The reactants are: C[O:2][C:3](=O)[CH:4]=[CH:5][C:6]1([CH3:32])[CH2:10][CH2:9][CH:8]([C:11]([C:24]2[CH:29]=[CH:28][CH:27]=[CH:26][CH:25]=2)([C:18]2[CH:23]=[CH:22][CH:21]=[CH:20][CH:19]=2)[O:12][SiH2:13][C:14]([CH3:17])([CH3:16])[CH3:15])[C:7]1([CH3:31])[CH3:30].[H-].C([Al+]CC(C)C)C(C)C. (4) Given the product [CH3:14][O:15][C:16](=[O:35])[CH2:17][C:18]1[CH:19]=[C:20]([C:2]2[CH:7]=[CH:6][C:5]([C:8]([F:11])([F:10])[F:9])=[CH:4][C:3]=2[CH2:12][OH:13])[C:21]([O:24][CH3:25])=[CH:22][CH:23]=1, predict the reactants needed to synthesize it. The reactants are: Br[C:2]1[CH:7]=[CH:6][C:5]([C:8]([F:11])([F:10])[F:9])=[CH:4][C:3]=1[CH2:12][OH:13].[CH3:14][O:15][C:16](=[O:35])[CH2:17][C:18]1[CH:23]=[CH:22][C:21]([O:24][CH3:25])=[C:20](B2OC(C)(C)C(C)(C)O2)[CH:19]=1. (5) Given the product [CH3:20][S:21]([O:1][CH2:2][C@H:3]([NH:5][C:6]([O:7][C:8]([CH3:11])([CH3:10])[CH3:9])=[O:12])[CH3:4])(=[O:23])=[O:22], predict the reactants needed to synthesize it. The reactants are: [OH:1][CH2:2][C@H:3]([NH:5][C:6](=[O:12])[O:7][C:8]([CH3:11])([CH3:10])[CH3:9])[CH3:4].C(N(CC)CC)C.[CH3:20][S:21](Cl)(=[O:23])=[O:22].O. (6) The reactants are: [Cl:1][C:2]1[N:7]=[N:6][C:5]([CH2:8][CH2:9]Cl)=[C:4]([C:11]2[NH:12][C:13]3[C:18]([CH:19]=2)=[C:17]([F:20])[CH:16]=[CH:15][CH:14]=3)[CH:3]=1.C([O-])([O-])=O.[Cs+].[Cs+]. Given the product [Cl:1][C:2]1[N:7]=[N:6][C:5]2[CH2:8][CH2:9][N:12]3[C:13]4[CH:14]=[CH:15][CH:16]=[C:17]([F:20])[C:18]=4[CH:19]=[C:11]3[C:4]=2[CH:3]=1, predict the reactants needed to synthesize it. (7) Given the product [Cl:8][C:6]1[CH:7]=[C:2]([C:15]2[C:10]([CH3:9])=[N:11][CH:12]=[CH:13][CH:14]=2)[N:3]=[CH:4][N:5]=1, predict the reactants needed to synthesize it. The reactants are: Cl[C:2]1[CH:7]=[C:6]([Cl:8])[N:5]=[CH:4][N:3]=1.[CH3:9][C:10]1[C:15](B2OC(C)(C)C(C)(C)O2)=[CH:14][CH:13]=[CH:12][N:11]=1.C([O-])(=O)C.[K+].C(=O)([O-])[O-].[Na+].[Na+].